From a dataset of Full USPTO retrosynthesis dataset with 1.9M reactions from patents (1976-2016). Predict the reactants needed to synthesize the given product. (1) Given the product [F:30][C:27]1[CH:28]=[CH:29][C:24]([N:21]2[C:16]3[CH:17]=[C:18]4[C@:13]([CH2:31][O:32][CH3:33])([CH2:14][C:15]=3[CH:23]=[N:22]2)[CH2:12][N:11]([S:8]([C:4]2[CH:5]=[N:6][CH:7]=[C:2]([N:38]3[CH2:39][CH2:40][C@H:36]([F:35])[CH2:37]3)[CH:3]=2)(=[O:10])=[O:9])[CH2:20][CH2:19]4)=[CH:25][CH:26]=1, predict the reactants needed to synthesize it. The reactants are: Br[C:2]1[CH:3]=[C:4]([S:8]([N:11]2[CH2:20][CH2:19][C:18]3[C@:13]([CH2:31][O:32][CH3:33])([CH2:14][C:15]4[CH:23]=[N:22][N:21]([C:24]5[CH:29]=[CH:28][C:27]([F:30])=[CH:26][CH:25]=5)[C:16]=4[CH:17]=3)[CH2:12]2)(=[O:10])=[O:9])[CH:5]=[N:6][CH:7]=1.Cl.[F:35][C@H:36]1[CH2:40][CH2:39][NH:38][CH2:37]1. (2) Given the product [CH:1]([N:4]([CH3:29])[C:5]1[C:6]([C:19]2[CH:24]=[CH:23][C:22]([C:25]([F:27])([F:28])[F:26])=[CH:21][CH:20]=2)=[N:7][C:8]2[C:13]([N:14]=1)=[CH:12][C:11]([C:15]([OH:17])=[O:16])=[CH:10][CH:9]=2)([CH3:3])[CH3:2], predict the reactants needed to synthesize it. The reactants are: [CH:1]([N:4]([CH3:29])[C:5]1[C:6]([C:19]2[CH:24]=[CH:23][C:22]([C:25]([F:28])([F:27])[F:26])=[CH:21][CH:20]=2)=[N:7][C:8]2[C:13]([N:14]=1)=[CH:12][C:11]([C:15]([O:17]C)=[O:16])=[CH:10][CH:9]=2)([CH3:3])[CH3:2].[OH-].[Na+].O. (3) Given the product [F:1][CH:2]([F:24])[O:3][C:4]1[CH:5]=[C:6]([N:10]2[CH:15]=[CH:14][C:13](=[O:16])[C:12]([C:17]3[N:31]([C:25]4[CH:30]=[CH:29][CH:28]=[CH:27][CH:26]=4)[N:20]=[CH:19][CH:18]=3)=[N:11]2)[CH:7]=[CH:8][CH:9]=1, predict the reactants needed to synthesize it. The reactants are: [F:1][CH:2]([F:24])[O:3][C:4]1[CH:5]=[C:6]([N:10]2[CH:15]=[CH:14][C:13](=[O:16])[C:12]([C:17](=O)[CH:18]=[CH:19][N:20](C)C)=[N:11]2)[CH:7]=[CH:8][CH:9]=1.[C:25]1([NH:31]N)[CH:30]=[CH:29][CH:28]=[CH:27][CH:26]=1. (4) Given the product [Cl:1][C:2]1[CH:7]=[C:6]([C:8](=[O:16])[CH2:9][CH2:10][CH:11]([O:12][CH3:13])[O:14][CH3:15])[C:5]([F:17])=[CH:4][N:3]=1, predict the reactants needed to synthesize it. The reactants are: [Cl:1][C:2]1[CH:7]=[C:6]([CH:8]([OH:16])[CH2:9][CH2:10][CH:11]([O:14][CH3:15])[O:12][CH3:13])[C:5]([F:17])=[CH:4][N:3]=1.CC(OI1(OC(C)=O)(OC(C)=O)OC(=O)C2C=CC=CC1=2)=O. (5) Given the product [O:1]1[CH:5]=[CH:4][C:3]([CH2:6][N:7]2[C:15]3[C:10](=[CH:11][C:12]([O:16][CH3:17])=[CH:13][CH:14]=3)[C:9]([CH:18]3[CH2:23][CH2:22][N:21]([CH2:33][C:29]4[CH:28]=[C:27]([CH:32]=[CH:31][CH:30]=4)[C:26]([OH:35])=[O:25])[CH2:20][CH2:19]3)=[CH:8]2)=[CH:2]1, predict the reactants needed to synthesize it. The reactants are: [O:1]1[CH:5]=[CH:4][C:3]([CH2:6][N:7]2[C:15]3[C:10](=[CH:11][C:12]([O:16][CH3:17])=[CH:13][CH:14]=3)[C:9]([CH:18]3[CH2:23][CH2:22][NH:21][CH2:20][CH2:19]3)=[CH:8]2)=[CH:2]1.C[O:25][C:26](=[O:35])[C:27]1[CH:32]=[CH:31][CH:30]=[C:29]([CH2:33]Br)[CH:28]=1. (6) The reactants are: [CH2:1]([O:8][C@H:9]1[C@H:14]([O:15][CH2:16][C:17]2[CH:22]=[CH:21][CH:20]=[CH:19][CH:18]=2)[C@@H:13]([CH2:23][O:24][CH2:25][C:26]2[CH:31]=[CH:30][CH:29]=[CH:28][CH:27]=2)[O:12][C@H:11]([CH2:32][P:33](=[O:40])([O:37][CH2:38][CH3:39])[O:34][CH2:35][CH3:36])[C@@H:10]1[O:41][Si](C(C)(C)C)(C)C)[C:2]1[CH:7]=[CH:6][CH:5]=[CH:4][CH:3]=1.FC(F)(F)C(O)=O.O. Given the product [CH2:1]([O:8][C@H:9]1[C@H:14]([O:15][CH2:16][C:17]2[CH:22]=[CH:21][CH:20]=[CH:19][CH:18]=2)[C@@H:13]([CH2:23][O:24][CH2:25][C:26]2[CH:27]=[CH:28][CH:29]=[CH:30][CH:31]=2)[O:12][C@H:11]([CH2:32][P:33](=[O:40])([O:37][CH2:38][CH3:39])[O:34][CH2:35][CH3:36])[C@@H:10]1[OH:41])[C:2]1[CH:3]=[CH:4][CH:5]=[CH:6][CH:7]=1, predict the reactants needed to synthesize it. (7) Given the product [N:2]1[CH:7]=[CH:6][C:5]([CH2:8][C:9](=[S:1])[NH2:10])=[CH:4][CH:3]=1, predict the reactants needed to synthesize it. The reactants are: [SH2:1].[N:2]1[CH:7]=[CH:6][C:5]([CH2:8][C:9]#[N:10])=[CH:4][CH:3]=1. (8) The reactants are: [OH:1][CH2:2][C:3]1([C:16]([O:18][CH3:19])=[O:17])[CH2:8][CH2:7][N:6](C(OC(C)(C)C)=O)[CH2:5][CH2:4]1.Cl. Given the product [OH:1][CH2:2][C:3]1([C:16]([O:18][CH3:19])=[O:17])[CH2:8][CH2:7][NH:6][CH2:5][CH2:4]1, predict the reactants needed to synthesize it. (9) Given the product [C:24]([NH:1][C:2]1[S:3][C:4]([C:13]([O:15][CH2:16][CH3:17])=[O:14])=[C:5]([C:7]2[CH:12]=[CH:11][CH:10]=[CH:9][CH:8]=2)[N:6]=1)(=[O:31])[C:25]1[CH:30]=[CH:29][CH:28]=[CH:27][CH:26]=1, predict the reactants needed to synthesize it. The reactants are: [NH2:1][C:2]1[S:3][C:4]([C:13]([O:15][CH2:16][CH3:17])=[O:14])=[C:5]([C:7]2[CH:12]=[CH:11][CH:10]=[CH:9][CH:8]=2)[N:6]=1.N1C=CC=CC=1.[C:24](Cl)(=[O:31])[C:25]1[CH:30]=[CH:29][CH:28]=[CH:27][CH:26]=1.